This data is from Reaction yield outcomes from USPTO patents with 853,638 reactions. The task is: Predict the reaction yield, written as a fraction of the theoretical maximum amount of product (1.0 means a 100% yield; for example, 0.34 means a 34% yield). (1) The reactants are [CH3:1][C:2]1[CH:3]=[C:4]([NH:9][CH2:10][CH2:11][C:12]2[CH:13]=[N:14][C:15]([C:18]([F:21])([F:20])[F:19])=[CH:16][CH:17]=2)[CH:5]=[CH:6][C:7]=1[CH3:8].[C:22]([C:30](O)=[O:31])(=[O:29])[C:23]1[CH:28]=[CH:27][CH:26]=[CH:25][CH:24]=1.C(Cl)CCl.[BH4-].[Na+]. The catalyst is C(Cl)Cl.CC(OC)(C)C.C([O-])([O-])=O.[K+].[K+]. The product is [CH3:1][C:2]1[CH:3]=[C:4]([N:9]([CH2:10][CH2:11][C:12]2[CH:13]=[N:14][C:15]([C:18]([F:21])([F:20])[F:19])=[CH:16][CH:17]=2)[C:30](=[O:31])[C@@H:22]([OH:29])[C:23]2[CH:28]=[CH:27][CH:26]=[CH:25][CH:24]=2)[CH:5]=[CH:6][C:7]=1[CH3:8]. The yield is 0.670. (2) The reactants are [C:1]1([CH:6]=[C:7]2[C:16](=O)[C:15]3[C:10](=[CH:11][C:12]([C:18]([O:20][CH3:21])=[O:19])=[CH:13][CH:14]=3)[O:9][CH2:8]2)[CH2:5][CH2:4][CH2:3][CH:2]=1.Cl.[NH:23]([C:25]1[CH:32]=[CH:31][C:28]([C:29]#[N:30])=[C:27]([CH3:33])[CH:26]=1)[NH2:24].C(OCC)(=O)C.CCCCCC. The catalyst is C(O)C. The product is [C:29]([C:28]1[CH:31]=[CH:32][C:25]([N:23]2[CH:6]([C:1]3[CH2:5][CH2:4][CH2:3][CH:2]=3)[CH:7]3[CH2:8][O:9][C:10]4[CH:11]=[C:12]([C:18]([O:20][CH3:21])=[O:19])[CH:13]=[CH:14][C:15]=4[C:16]3=[N:24]2)=[CH:26][C:27]=1[CH3:33])#[N:30]. The yield is 0.330.